Dataset: Full USPTO retrosynthesis dataset with 1.9M reactions from patents (1976-2016). Task: Predict the reactants needed to synthesize the given product. (1) Given the product [OH:33][CH:25]([CH2:26][N:27]1[CH2:32][CH2:31][O:30][CH2:29][CH2:28]1)[CH2:24][NH:23][C:19]([C:15]1[C:14]([CH3:22])=[C:13](/[CH:12]=[C:5]2\[C:6](=[O:11])[NH:7][C:8]3[C:4]\2=[CH:3][C:2]([F:1])=[CH:10][CH:9]=3)[NH:17][C:16]=1[CH3:18])=[O:21], predict the reactants needed to synthesize it. The reactants are: [F:1][C:2]1[CH:3]=[C:4]2[C:8](=[CH:9][CH:10]=1)[NH:7][C:6](=[O:11])[C:5]2=[CH:12][C:13]1[NH:17][C:16]([CH3:18])=[C:15]([C:19]([OH:21])=O)[C:14]=1[CH3:22].[NH2:23][CH2:24][CH:25]([OH:33])[CH2:26][N:27]1[CH2:32][CH2:31][O:30][CH2:29][CH2:28]1. (2) Given the product [NH2:21][C:18]1[CH:17]=[CH:16][C:15]([CH2:14][C:4]2[N:5]=[C:6]([Cl:13])[C:7]([CH2:8][C:9]([O:11][CH3:12])=[O:10])=[C:2]([Cl:1])[N:3]=2)=[CH:20][CH:19]=1, predict the reactants needed to synthesize it. The reactants are: [Cl:1][C:2]1[C:7]([CH2:8][C:9]([O:11][CH3:12])=[O:10])=[C:6]([Cl:13])[N:5]=[C:4]([CH2:14][C:15]2[CH:20]=[CH:19][C:18]([N+:21]([O-])=O)=[CH:17][CH:16]=2)[N:3]=1. (3) Given the product [OH:29][CH2:28][CH2:30][NH:31][C:21](=[O:22])[C:20]1[CH:19]=[CH:18][C:17]([C:13]2[N:12]=[C:11]([NH:10][C:7]3[CH:8]=[CH:9][C:4]([O:3][C:2]([F:26])([F:1])[F:27])=[CH:5][CH:6]=3)[N:16]=[CH:15][N:14]=2)=[CH:25][CH:24]=1, predict the reactants needed to synthesize it. The reactants are: [F:1][C:2]([F:27])([F:26])[O:3][C:4]1[CH:9]=[CH:8][C:7]([NH:10][C:11]2[N:16]=[CH:15][N:14]=[C:13]([C:17]3[CH:25]=[CH:24][C:20]([C:21](O)=[O:22])=[CH:19][CH:18]=3)[N:12]=2)=[CH:6][CH:5]=1.[CH2:28]([CH2:30][NH2:31])[OH:29].CN(C(ON1N=NC2C=CC=NC1=2)=[N+](C)C)C.F[P-](F)(F)(F)(F)F.CCN(C(C)C)C(C)C. (4) Given the product [Cl:32][CH2:33][C:34]1[N:36]=[C:5]([C:4]2[CH:8]=[CH:9][CH:10]=[C:2]([F:1])[CH:3]=2)[O:7][N:35]=1, predict the reactants needed to synthesize it. The reactants are: [F:1][C:2]1[CH:3]=[C:4]([CH:8]=[CH:9][CH:10]=1)[C:5]([OH:7])=O.CCN=C=NCCCN(C)C.C1C=CC2N(O)N=NC=2C=1.[Cl:32][CH2:33][C:34]([NH:36]O)=[NH:35]. (5) Given the product [O:1]1[CH2:6][CH2:5][N:4]([C:7]2[S:8][C:9]([C:16]([OH:18])=[O:17])=[C:10]([C:12]([F:14])([F:13])[F:15])[N:11]=2)[CH2:3][CH2:2]1, predict the reactants needed to synthesize it. The reactants are: [O:1]1[CH2:6][CH2:5][N:4]([C:7]2[S:8][C:9]([C:16]([O:18]CC)=[O:17])=[C:10]([C:12]([F:15])([F:14])[F:13])[N:11]=2)[CH2:3][CH2:2]1.[OH-].[Na+].O. (6) Given the product [F:21][C:18]1[CH:17]=[CH:16][C:15]([C:14]([N:11]2[CH2:12][CH2:13][C:8]([CH2:7][N:6]3[C:4](=[O:5])[C:3]4[C:2](=[C:27]([O:28][C:29]5[CH:30]=[CH:31][C:32]([F:35])=[CH:33][CH:34]=5)[CH:26]=[CH:25][CH:24]=4)[N:1]=[CH:36]3)([OH:23])[CH2:9][CH2:10]2)=[O:22])=[CH:20][CH:19]=1, predict the reactants needed to synthesize it. The reactants are: [NH2:1][C:2]1[C:27]([O:28][C:29]2[CH:34]=[CH:33][C:32]([F:35])=[CH:31][CH:30]=2)=[CH:26][CH:25]=[CH:24][C:3]=1[C:4]([NH:6][CH2:7][C:8]1([OH:23])[CH2:13][CH2:12][N:11]([C:14](=[O:22])[C:15]2[CH:20]=[CH:19][C:18]([F:21])=[CH:17][CH:16]=2)[CH2:10][CH2:9]1)=[O:5].[CH:36](OC)(OC)OC. (7) Given the product [Cl:42][C:37]1[CH:36]=[CH:35][C:34]([C:12]#[C:11][C@@H:10]2[N:6]([CH2:5][C:4]3[CH:14]=[CH:15][C:16]([O:18][CH3:19])=[CH:17][C:3]=3[O:2][CH3:1])[C:7](=[O:13])[CH2:8][CH2:9]2)=[N:39][C:38]=1[O:40][CH3:41], predict the reactants needed to synthesize it. The reactants are: [CH3:1][O:2][C:3]1[CH:17]=[C:16]([O:18][CH3:19])[CH:15]=[CH:14][C:4]=1[CH2:5][N:6]1[C@@H:10]([C:11]#[CH:12])[CH2:9][CH2:8][C:7]1=[O:13].Cl.N[C@@H](C(OC)=O)CCC(OC)=O.Br[C:34]1[N:39]=[C:38]([O:40][CH3:41])[C:37]([Cl:42])=[CH:36][CH:35]=1.O. (8) The reactants are: [NH2:1][CH2:2][C:3]1[CH:4]=[C:5]2[C:9](=[CH:10][CH:11]=1)[C:8](=[O:12])[N:7]([CH:13]1[CH2:18][CH2:17][C:16](=[O:19])[NH:15][C:14]1=[O:20])[CH2:6]2.S(O)(=O)(=O)C.[F:26][C:27]([F:35])([C:31]([OH:34])([CH3:33])[CH3:32])[C:28](O)=[O:29].C(N(C(C)C)CC)(C)C.F[P-](F)(F)(F)(F)F.CN(C(N(C)C)=[N+]1C2C(=NC=CC=2)[N+]([O-])=N1)C. Given the product [O:20]=[C:14]1[CH:13]([N:7]2[CH2:6][C:5]3[C:9](=[CH:10][CH:11]=[C:3]([CH2:2][NH:1][C:28](=[O:29])[C:27]([F:35])([F:26])[C:31]([OH:34])([CH3:33])[CH3:32])[CH:4]=3)[C:8]2=[O:12])[CH2:18][CH2:17][C:16](=[O:19])[NH:15]1, predict the reactants needed to synthesize it. (9) The reactants are: [C:1]([C:3]1[CH:4]=[C:5]2[C:9](=[CH:10][CH:11]=1)[NH:8][CH:7]=[CH:6]2)#[N:2].N. Given the product [NH:8]1[C:9]2[C:5](=[CH:4][C:3]([CH2:1][NH2:2])=[CH:11][CH:10]=2)[CH:6]=[CH:7]1, predict the reactants needed to synthesize it. (10) Given the product [Cl:11][C:12]1[N:17]=[C:16](/[CH:18]=[CH:33]/[C:32]2[N:31]3[C:27]([S:28][CH:29]=[CH:30]3)=[N:26][C:25]=2[C:19]2[CH:20]=[CH:21][CH:22]=[CH:23][CH:24]=2)[CH:15]=[CH:14][N:13]=1, predict the reactants needed to synthesize it. The reactants are: C[Si](C)(C)N[Si](C)(C)C.[Li].[Cl:11][C:12]1[N:17]=[C:16]([CH3:18])[CH:15]=[CH:14][N:13]=1.[C:19]1([C:25]2[N:26]=[C:27]3[N:31]([C:32]=2[CH:33]=O)[CH:30]=[CH:29][S:28]3)[CH:24]=[CH:23][CH:22]=[CH:21][CH:20]=1.FC(F)(F)C(O)=O.